From a dataset of Catalyst prediction with 721,799 reactions and 888 catalyst types from USPTO. Predict which catalyst facilitates the given reaction. Reactant: Cl.[Cl:2][C:3]1[CH:4]=[C:5]([CH:10]([C:12]2[O:16][CH:15]=[N:14][CH:13]=2)[NH2:11])[CH:6]=[CH:7][C:8]=1[Cl:9].C(Cl)Cl.C1N=CN([C:25](N2C=NC=C2)=[O:26])C=1.[O:32]1[CH2:37][CH2:36][CH:35]([NH:38][C:39]2[N:40]=[CH:41][C:42]3[CH2:48][CH2:47][NH:46][CH2:45][C:43]=3[N:44]=2)[CH2:34][CH2:33]1. Product: [Cl:2][C:3]1[CH:4]=[C:5]([CH:10]([C:12]2[O:16][CH:15]=[N:14][CH:13]=2)[NH:11][C:25]([N:46]2[CH2:47][CH2:48][C:42]3[CH:41]=[N:40][C:39]([NH:38][CH:35]4[CH2:34][CH2:33][O:32][CH2:37][CH2:36]4)=[N:44][C:43]=3[CH2:45]2)=[O:26])[CH:6]=[CH:7][C:8]=1[Cl:9]. The catalyst class is: 90.